This data is from NCI-60 drug combinations with 297,098 pairs across 59 cell lines. The task is: Regression. Given two drug SMILES strings and cell line genomic features, predict the synergy score measuring deviation from expected non-interaction effect. (1) Drug 1: CN1CCC(CC1)COC2=C(C=C3C(=C2)N=CN=C3NC4=C(C=C(C=C4)Br)F)OC. Drug 2: CN(CC1=CN=C2C(=N1)C(=NC(=N2)N)N)C3=CC=C(C=C3)C(=O)NC(CCC(=O)O)C(=O)O. Cell line: SF-539. Synergy scores: CSS=21.0, Synergy_ZIP=0.0359, Synergy_Bliss=1.14, Synergy_Loewe=-1.23, Synergy_HSA=2.26. (2) Drug 1: CC1C(C(CC(O1)OC2CC(CC3=C2C(=C4C(=C3O)C(=O)C5=C(C4=O)C(=CC=C5)OC)O)(C(=O)C)O)N)O.Cl. Drug 2: CCCCCOC(=O)NC1=NC(=O)N(C=C1F)C2C(C(C(O2)C)O)O. Cell line: OVCAR-4. Synergy scores: CSS=1.49, Synergy_ZIP=2.80, Synergy_Bliss=-2.79, Synergy_Loewe=-5.86, Synergy_HSA=-2.85. (3) Drug 1: CNC(=O)C1=NC=CC(=C1)OC2=CC=C(C=C2)NC(=O)NC3=CC(=C(C=C3)Cl)C(F)(F)F. Drug 2: C1CN(P(=O)(OC1)NCCCl)CCCl. Cell line: KM12. Synergy scores: CSS=6.89, Synergy_ZIP=-2.03, Synergy_Bliss=0.0933, Synergy_Loewe=-22.0, Synergy_HSA=-0.00590.